From a dataset of Catalyst prediction with 721,799 reactions and 888 catalyst types from USPTO. Predict which catalyst facilitates the given reaction. (1) Reactant: [CH:1]1([C:6]([NH:8][CH:9]([CH2:13][CH3:14])[C:10]([OH:12])=O)=[O:7])[CH2:5][CH2:4][CH2:3][CH2:2]1.N1C=CC=CC=1.ClC(=O)[C:23]([O:25][CH2:26][CH3:27])=[O:24]. Product: [CH:1]1([C:6]([NH:8][CH:9]([CH2:13][CH3:14])[C:10](=[O:12])[C:23]([O:25][CH2:26][CH3:27])=[O:24])=[O:7])[CH2:2][CH2:3][CH2:4][CH2:5]1. The catalyst class is: 7. (2) Product: [C:1]([C:3]1[CH:29]=[CH:28][C:6]([CH2:7][O:8][C:9]2[C:10]([CH2:26][F:36])=[C:11]([CH2:16][NH:17][C:18]3[CH:25]=[CH:24][C:21]([C:22]#[N:23])=[CH:20][CH:19]=3)[CH:12]=[N:13][C:14]=2[CH3:15])=[CH:5][CH:4]=1)#[N:2]. The catalyst class is: 4. Reactant: [C:1]([C:3]1[CH:29]=[CH:28][C:6]([CH2:7][O:8][C:9]2[C:10]([CH2:26]O)=[C:11]([CH2:16][NH:17][C:18]3[CH:25]=[CH:24][C:21]([C:22]#[N:23])=[CH:20][CH:19]=3)[CH:12]=[N:13][C:14]=2[CH3:15])=[CH:5][CH:4]=1)#[N:2].C(N(S(F)(F)[F:36])CC)C.C(=O)(O)[O-].[Na+].